Task: Predict the reactants needed to synthesize the given product.. Dataset: Full USPTO retrosynthesis dataset with 1.9M reactions from patents (1976-2016) (1) The reactants are: [Br:1][C:2]1[CH:7]=[CH:6][C:5]([S:8](Cl)(=[O:10])=[O:9])=[C:4]([O:12][C:13]([F:16])([F:15])[F:14])[CH:3]=1.[CH3:17][NH:18][CH3:19]. Given the product [Br:1][C:2]1[CH:7]=[CH:6][C:5]([S:8]([N:18]([CH3:19])[CH3:17])(=[O:10])=[O:9])=[C:4]([O:12][C:13]([F:16])([F:15])[F:14])[CH:3]=1, predict the reactants needed to synthesize it. (2) Given the product [CH:23]1([CH:26]([C:32]2[CH:33]=[CH:34][CH:35]=[C:36]([O:17][CH2:16][C:13]3[CH:14]=[N:15][C:10]([C:3]4[CH:4]=[C:5]([O:8][CH3:9])[CH:6]=[CH:7][C:2]=4[F:1])=[C:11]([CH2:18][C:19]([CH3:22])([CH3:21])[CH3:20])[CH:12]=3)[CH:37]=2)[CH2:27][C:28]([O:30][CH3:31])=[O:29])[CH2:24][CH2:25]1, predict the reactants needed to synthesize it. The reactants are: [F:1][C:2]1[CH:7]=[CH:6][C:5]([O:8][CH3:9])=[CH:4][C:3]=1[C:10]1[N:15]=[CH:14][C:13]([CH2:16][OH:17])=[CH:12][C:11]=1[CH2:18][C:19]([CH3:22])([CH3:21])[CH3:20].[CH:23]1([CH:26]([C:32]2[CH:37]=[CH:36][CH:35]=[C:34](O)[CH:33]=2)[CH2:27][C:28]([O:30][CH3:31])=[O:29])[CH2:25][CH2:24]1.N(C(N1CCCCC1)=O)=NC(N1CCCCC1)=O.C(P(CCCC)CCCC)CCC. (3) Given the product [Br:1][C:2]1[CH:6]=[N:5][N:4]([CH3:7])[C:3]=1[NH:8][C:9]1[CH:14]=[CH:13][C:12]([C:21]2[CH:20]=[CH:19][CH:18]=[C:17]([F:16])[C:22]=2[F:23])=[CH:11][CH:10]=1, predict the reactants needed to synthesize it. The reactants are: [Br:1][C:2]1[CH:6]=[N:5][N:4]([CH3:7])[C:3]=1[NH:8][C:9]1[CH:14]=[CH:13][C:12](I)=[CH:11][CH:10]=1.[F:16][C:17]1[C:22]([F:23])=[CH:21][CH:20]=[CH:19][C:18]=1B(O)O.C(=O)([O-])[O-].[Cs+].[Cs+].COCCOC. (4) Given the product [CH2:21]([O:3][CH2:4][CH:5]1[CH2:9][N:8]([C@@H:10]([CH2:18][CH3:19])[C:11]([O:13][C:14]([CH3:15])([CH3:16])[CH3:17])=[O:12])[C:7](=[O:20])[CH2:6]1)[C:22]1[CH:27]=[CH:26][CH:25]=[CH:24][CH:23]=1, predict the reactants needed to synthesize it. The reactants are: [H-].[Na+].[OH:3][CH2:4][CH:5]1[CH2:9][N:8]([C@@H:10]([CH2:18][CH3:19])[C:11]([O:13][C:14]([CH3:17])([CH3:16])[CH3:15])=[O:12])[C:7](=[O:20])[CH2:6]1.[CH2:21](Br)[C:22]1[CH:27]=[CH:26][CH:25]=[CH:24][CH:23]=1. (5) Given the product [Cl:1][C:2]1[CH:3]=[C:4]([CH:7]=[CH:8][CH:9]=1)[CH:5]=[N:11][OH:12], predict the reactants needed to synthesize it. The reactants are: [Cl:1][C:2]1[CH:3]=[C:4]([CH:7]=[CH:8][CH:9]=1)[CH:5]=O.Cl.[NH2:11][OH:12].[OH-].[Na+].Cl. (6) Given the product [N:7]1([NH2:17])[C:15]2[C:10](=[CH:11][CH:12]=[CH:13][CH:14]=2)[CH:9]=[CH:8]1, predict the reactants needed to synthesize it. The reactants are: CC([O-])(C)C.[K+].[NH:7]1[C:15]2[C:10](=[CH:11][CH:12]=[CH:13][CH:14]=2)[CH:9]=[CH:8]1.C[N:17]1C(=O)CCC1. (7) Given the product [CH3:1][O:2][C:3](=[O:14])[C:4]1[CH:9]=[CH:8][C:7]([N:10]2[CH2:23][C:22]([C:20]3[CH:19]=[C:18]([Cl:28])[CH:17]=[C:16]([Cl:15])[CH:21]=3)([C:24]([F:25])([F:27])[F:26])[N:12]=[N:11]2)=[CH:6][C:5]=1[CH3:13], predict the reactants needed to synthesize it. The reactants are: [CH3:1][O:2][C:3](=[O:14])[C:4]1[CH:9]=[CH:8][C:7]([N:10]=[N+:11]=[N-:12])=[CH:6][C:5]=1[CH3:13].[Cl:15][C:16]1[CH:21]=[C:20]([C:22]([C:24]([F:27])([F:26])[F:25])=[CH2:23])[CH:19]=[C:18]([Cl:28])[CH:17]=1.